Predict the reaction yield, written as a fraction of the theoretical maximum amount of product (1.0 means a 100% yield; for example, 0.34 means a 34% yield). From a dataset of Reaction yield outcomes from USPTO patents with 853,638 reactions. (1) The reactants are Br[C:2]1[C:15]2[C:16]3=[C:17]4[C:12](=[CH:13][CH:14]=2)[CH:11]=[CH:10][C:9](Br)=[C:8]4[CH:7]=[CH:6][C:5]3=[CH:4][CH:3]=1.[C:19]1([NH:29][C:30]2[CH:35]=[CH:34][C:33]([C:36]3([C:49]4[CH:54]=[CH:53][CH:52]=[CH:51][CH:50]=4)[C:48]4[CH:47]=[CH:46][CH:45]=[CH:44][C:43]=4[C:42]4[C:37]3=[CH:38][CH:39]=[CH:40][CH:41]=4)=[CH:32][CH:31]=2)[C:28]2[C:23](=[CH:24][CH:25]=[CH:26][CH:27]=2)[CH:22]=[CH:21][CH:20]=1.[CH3:55][C:56]([CH3:59])([O-])[CH3:57].[Na+].[C:70](P([C:70]([CH3:73])([CH3:72])[CH3:71])[C:70]([CH3:73])([CH3:72])[CH3:71])([CH3:73])([CH3:72])[CH3:71]. The catalyst is C1C=CC(/C=C/C(/C=C/C2C=CC=CC=2)=O)=CC=1.C1C=CC(/C=C/C(/C=C/C2C=CC=CC=2)=O)=CC=1.[Pd].C1(C)C=CC=CC=1.CCCCCC. The product is [C:56]1([C:59]2([C:22]3[CH:23]=[CH:28][C:19]([N:29]([C:72]4[C:70]5[C:71](=[CH:32][CH:33]=[CH:34][CH:73]=5)[CH:26]=[CH:25][CH:24]=4)[C:2]4[C:15]5=[C:16]6[C:17]7[C:12]([CH:13]=[CH:14]5)=[CH:11][CH:10]=[C:9]([N:29]([C:30]5[CH:31]=[CH:32][C:33]([C:36]8([C:49]9[CH:54]=[CH:53][CH:52]=[CH:51][CH:50]=9)[C:48]9[CH:47]=[CH:46][CH:45]=[CH:44][C:43]=9[C:42]9[C:37]8=[CH:38][CH:39]=[CH:40][CH:41]=9)=[CH:34][CH:35]=5)[C:19]5[C:28]8[C:23](=[CH:24][CH:25]=[CH:26][CH:27]=8)[CH:22]=[CH:21][CH:20]=5)[C:8]=7[CH:7]=[CH:6][C:5]6=[CH:4][CH:3]=4)=[CH:20][CH:21]=3)[C:41]3[CH:40]=[CH:39][CH:38]=[CH:37][C:42]=3[C:43]3[C:44]2=[CH:45][CH:46]=[CH:47][CH:48]=3)[CH:57]=[CH:31][CH:30]=[CH:35][CH:55]=1. The yield is 0.370. (2) The reactants are Br[C:2]1[C:12]2[O:11][CH2:10][CH2:9][N:8]([C:13]([O:15][C:16]([CH3:19])([CH3:18])[CH3:17])=[O:14])[CH2:7][C:6]=2[CH:5]=[CH:4][CH:3]=1.[F:20][C:21]1[CH:26]=[CH:25][CH:24]=[CH:23][C:22]=1B(O)O.O. The catalyst is C(O)C.C(=O)([O-])[O-].[Na+].[Na+].C1(C)C=CC=CC=1.C1C=CC([P]([Pd]([P](C2C=CC=CC=2)(C2C=CC=CC=2)C2C=CC=CC=2)([P](C2C=CC=CC=2)(C2C=CC=CC=2)C2C=CC=CC=2)[P](C2C=CC=CC=2)(C2C=CC=CC=2)C2C=CC=CC=2)(C2C=CC=CC=2)C2C=CC=CC=2)=CC=1. The product is [F:20][C:21]1[CH:26]=[CH:25][CH:24]=[CH:23][C:22]=1[C:2]1[C:12]2[O:11][CH2:10][CH2:9][N:8]([C:13]([O:15][C:16]([CH3:19])([CH3:18])[CH3:17])=[O:14])[CH2:7][C:6]=2[CH:5]=[CH:4][CH:3]=1. The yield is 0.721. (3) The reactants are [Br:1][C:2]1[S:6][C:5]([C:7]2[N:11]([C:12]3[CH:17]=[CH:16][C:15]([Cl:18])=[CH:14][C:13]=3[Cl:19])[N:10]=[C:9]([C:20](Cl)=[O:21])[C:8]=2[CH3:23])=[CH:4][CH:3]=1.[CH:24]1([C:30]([NH2:32])=[O:31])[CH2:29][CH2:28][CH2:27][CH2:26][CH2:25]1.C[Si]([N-][Si](C)(C)C)(C)C.[Li+]. No catalyst specified. The product is [CH:24]1([C:30]([NH:32][C:20]([C:9]2[C:8]([CH3:23])=[C:7]([C:5]3[S:6][C:2]([Br:1])=[CH:3][CH:4]=3)[N:11]([C:12]3[CH:17]=[CH:16][C:15]([Cl:18])=[CH:14][C:13]=3[Cl:19])[N:10]=2)=[O:21])=[O:31])[CH2:29][CH2:28][CH2:27][CH2:26][CH2:25]1. The yield is 0.880. (4) The reactants are ClC(Cl)(O[C:5](=[O:11])OC(Cl)(Cl)Cl)Cl.[CH:13]([N:16]1[C:20]2[N:21]=[C:22]([C:31]3[CH:36]=[CH:35][C:34]([NH2:37])=[CH:33][CH:32]=3)[N:23]=[C:24]([N:25]3[CH2:30][CH2:29][O:28][CH2:27][CH2:26]3)[C:19]=2[N:18]=[N:17]1)([CH3:15])[CH3:14].[NH2:38][C:39]1[CH:47]=[CH:46][C:42]([C:43]([NH2:45])=[O:44])=[CH:41][CH:40]=1.CCN(CC)CC. The catalyst is C(Cl)Cl. The product is [CH:13]([N:16]1[C:20]2[N:21]=[C:22]([C:31]3[CH:32]=[CH:33][C:34]([NH:37][C:5](=[O:11])[NH:38][C:39]4[CH:47]=[CH:46][C:42]([C:43]([NH2:45])=[O:44])=[CH:41][CH:40]=4)=[CH:35][CH:36]=3)[N:23]=[C:24]([N:25]3[CH2:30][CH2:29][O:28][CH2:27][CH2:26]3)[C:19]=2[N:18]=[N:17]1)([CH3:15])[CH3:14]. The yield is 0.330. (5) The reactants are Br[C:2]1[S:6][C:5]([S:7]([NH:10][C@H:11]([CH2:15][C:16]2[C:24]3[C:19](=[CH:20][CH:21]=[CH:22][CH:23]=3)[NH:18][CH:17]=2)[C:12]([OH:14])=[O:13])(=[O:9])=[O:8])=[CH:4][CH:3]=1.[C:25]1([CH3:33])[CH:30]=[CH:29][C:28]([C:31]#[CH:32])=[CH:27][CH:26]=1.C(N(CC)CC)C. The catalyst is CN(C=O)C.C(OCC)(=O)C.[Cu]I. The product is [NH:18]1[C:19]2[C:24](=[CH:23][CH:22]=[CH:21][CH:20]=2)[C:16]([CH2:15][C@@H:11]([NH:10][S:7]([C:5]2[S:6][C:2]([C:32]#[C:31][C:28]3[CH:29]=[CH:30][C:25]([CH3:33])=[CH:26][CH:27]=3)=[CH:3][CH:4]=2)(=[O:9])=[O:8])[C:12]([OH:14])=[O:13])=[CH:17]1. The yield is 0.550.